Dataset: Reaction yield outcomes from USPTO patents with 853,638 reactions. Task: Predict the reaction yield, written as a fraction of the theoretical maximum amount of product (1.0 means a 100% yield; for example, 0.34 means a 34% yield). The reactants are [Si:1]([O:8][CH2:9][CH:10]([C:12]1[CH:13]=[C:14](B(O)O)[C:15]([F:18])=[N:16][CH:17]=1)[CH3:11])([C:4]([CH3:7])([CH3:6])[CH3:5])([CH3:3])[CH3:2].Cl[C:23]1[N:28]=[C:27]([CH3:29])[N:26]=[C:25]([NH2:30])[N:24]=1.C([O-])(=O)C.[K+]. The catalyst is O1CCOCC1.O.CC(P(C(C)(C)C)C1C=CC(N(C)C)=CC=1)(C)C.CC(P(C(C)(C)C)C1C=CC(N(C)C)=CC=1)(C)C.Cl[Pd]Cl. The product is [Si:1]([O:8][CH2:9][CH:10]([C:12]1[CH:13]=[C:14]([C:23]2[N:28]=[C:27]([CH3:29])[N:26]=[C:25]([NH2:30])[N:24]=2)[C:15]([F:18])=[N:16][CH:17]=1)[CH3:11])([C:4]([CH3:7])([CH3:6])[CH3:5])([CH3:3])[CH3:2]. The yield is 0.515.